From a dataset of Catalyst prediction with 721,799 reactions and 888 catalyst types from USPTO. Predict which catalyst facilitates the given reaction. (1) Reactant: [CH3:1][O:2][C:3]1[C:4]([C:15]2[O:19][CH:18]=[N:17][CH:16]=2)=[CH:5][C:6]([C:10]2[O:14][CH:13]=[N:12][CH:11]=2)=[C:7]([CH:9]=1)[NH2:8].[C:20]([O:24][C:25]([NH:27][C@H:28]([CH2:32][CH:33]([CH3:35])[CH3:34])[C:29](O)=[O:30])=[O:26])([CH3:23])([CH3:22])[CH3:21].O=P(Cl)(Cl)Cl.Cl. Product: [C:20]([O:24][C:25](=[O:26])[NH:27][C@H:28]([CH2:32][CH:33]([CH3:34])[CH3:35])[C:29]([NH:8][C:7]1[CH:9]=[C:3]([O:2][CH3:1])[C:4]([C:15]2[O:19][CH:18]=[N:17][CH:16]=2)=[CH:5][C:6]=1[C:10]1[O:14][CH:13]=[N:12][CH:11]=1)=[O:30])([CH3:23])([CH3:22])[CH3:21]. The catalyst class is: 17. (2) The catalyst class is: 1. Reactant: [Br:1][C:2]1[CH:3]=[C:4]2[C:9](=[CH:10][CH:11]=1)[CH:8]=[C:7]([O:12][CH3:13])[CH:6]=[CH:5]2.C1C(=O)N([Br:21])C(=O)C1. Product: [Br:21][C:8]1[C:9]2[C:4](=[CH:3][C:2]([Br:1])=[CH:11][CH:10]=2)[CH:5]=[CH:6][C:7]=1[O:12][CH3:13]. (3) Reactant: [CH2:1]([N:8]([CH2:18][C:19]1[CH:24]=[CH:23][CH:22]=[CH:21][CH:20]=1)[C:9]1[CH:14]=[C:13]([CH3:15])[C:12](Br)=[CH:11][C:10]=1[F:17])[C:2]1[CH:7]=[CH:6][CH:5]=[CH:4][CH:3]=1.[N:25]1([C:31]([O:33][C:34]([CH3:37])([CH3:36])[CH3:35])=[O:32])[CH2:30][CH2:29][NH:28][CH2:27][CH2:26]1.C1(P(C2C=CC=CC=2)C2C=CC3C(=CC=CC=3)C=2C2C3C(=CC=CC=3)C=CC=2P(C2C=CC=CC=2)C2C=CC=CC=2)C=CC=CC=1.C(=O)([O-])[O-].[Cs+].[Cs+]. Product: [CH2:1]([N:8]([CH2:18][C:19]1[CH:24]=[CH:23][CH:22]=[CH:21][CH:20]=1)[C:9]1[C:10]([F:17])=[CH:11][C:12]([N:28]2[CH2:27][CH2:26][N:25]([C:31]([O:33][C:34]([CH3:37])([CH3:36])[CH3:35])=[O:32])[CH2:30][CH2:29]2)=[C:13]([CH3:15])[CH:14]=1)[C:2]1[CH:7]=[CH:6][CH:5]=[CH:4][CH:3]=1. The catalyst class is: 164. (4) Reactant: C([O:5][C:6](=[O:38])[CH2:7][CH2:8][C:9]1[CH:14]=[CH:13][C:12]([O:15][CH2:16][CH2:17][C:18]2[N:19]=[C:20]([N:24]3[CH2:29][CH2:28][O:27][CH2:26][CH2:25]3)[S:21][C:22]=2[CH3:23])=[CH:11][C:10]=1[CH2:30][NH:31][C:32]([O:34][CH:35]([CH3:37])[CH3:36])=[O:33])(C)(C)C.C1(OC)C=CC=CC=1.C(O)(C(F)(F)F)=O. Product: [CH:35]([O:34][C:32]([NH:31][CH2:30][C:10]1[CH:11]=[C:12]([O:15][CH2:16][CH2:17][C:18]2[N:19]=[C:20]([N:24]3[CH2:29][CH2:28][O:27][CH2:26][CH2:25]3)[S:21][C:22]=2[CH3:23])[CH:13]=[CH:14][C:9]=1[CH2:8][CH2:7][C:6]([OH:38])=[O:5])=[O:33])([CH3:37])[CH3:36]. The catalyst class is: 2.